Dataset: Peptide-MHC class II binding affinity with 134,281 pairs from IEDB. Task: Regression. Given a peptide amino acid sequence and an MHC pseudo amino acid sequence, predict their binding affinity value. This is MHC class II binding data. The peptide sequence is FQKTILKATTALKDV. The MHC is DRB1_0101 with pseudo-sequence DRB1_0101. The binding affinity (normalized) is 0.959.